This data is from NCI-60 drug combinations with 297,098 pairs across 59 cell lines. The task is: Regression. Given two drug SMILES strings and cell line genomic features, predict the synergy score measuring deviation from expected non-interaction effect. (1) Drug 1: C1CCN(CC1)CCOC2=CC=C(C=C2)C(=O)C3=C(SC4=C3C=CC(=C4)O)C5=CC=C(C=C5)O. Drug 2: CC1=C(C=C(C=C1)C(=O)NC2=CC(=CC(=C2)C(F)(F)F)N3C=C(N=C3)C)NC4=NC=CC(=N4)C5=CN=CC=C5. Cell line: OVCAR-8. Synergy scores: CSS=-1.92, Synergy_ZIP=4.08, Synergy_Bliss=5.32, Synergy_Loewe=-2.89, Synergy_HSA=-2.35. (2) Drug 1: CS(=O)(=O)C1=CC(=C(C=C1)C(=O)NC2=CC(=C(C=C2)Cl)C3=CC=CC=N3)Cl. Drug 2: CC=C1C(=O)NC(C(=O)OC2CC(=O)NC(C(=O)NC(CSSCCC=C2)C(=O)N1)C(C)C)C(C)C. Cell line: KM12. Synergy scores: CSS=72.1, Synergy_ZIP=-1.27, Synergy_Bliss=-1.57, Synergy_Loewe=-16.1, Synergy_HSA=1.71. (3) Drug 1: CN(C)N=NC1=C(NC=N1)C(=O)N. Drug 2: CC1=C(C=C(C=C1)C(=O)NC2=CC(=CC(=C2)C(F)(F)F)N3C=C(N=C3)C)NC4=NC=CC(=N4)C5=CN=CC=C5. Cell line: HCC-2998. Synergy scores: CSS=5.25, Synergy_ZIP=2.61, Synergy_Bliss=6.88, Synergy_Loewe=0.730, Synergy_HSA=0.932. (4) Drug 1: C1CN1P(=S)(N2CC2)N3CC3. Drug 2: C1=CN(C=N1)CC(O)(P(=O)(O)O)P(=O)(O)O. Cell line: SK-OV-3. Synergy scores: CSS=8.79, Synergy_ZIP=-2.11, Synergy_Bliss=-0.276, Synergy_Loewe=-1.27, Synergy_HSA=-2.02. (5) Synergy scores: CSS=30.3, Synergy_ZIP=6.30, Synergy_Bliss=12.0, Synergy_Loewe=-6.22, Synergy_HSA=0.434. Drug 1: CCCS(=O)(=O)NC1=C(C(=C(C=C1)F)C(=O)C2=CNC3=C2C=C(C=N3)C4=CC=C(C=C4)Cl)F. Cell line: HL-60(TB). Drug 2: C1=NC(=NC(=O)N1C2C(C(C(O2)CO)O)O)N. (6) Drug 1: CC1OCC2C(O1)C(C(C(O2)OC3C4COC(=O)C4C(C5=CC6=C(C=C35)OCO6)C7=CC(=C(C(=C7)OC)O)OC)O)O. Drug 2: CS(=O)(=O)CCNCC1=CC=C(O1)C2=CC3=C(C=C2)N=CN=C3NC4=CC(=C(C=C4)OCC5=CC(=CC=C5)F)Cl. Cell line: 786-0. Synergy scores: CSS=12.1, Synergy_ZIP=-3.58, Synergy_Bliss=-1.36, Synergy_Loewe=-12.5, Synergy_HSA=-1.49. (7) Drug 1: C1=CC(=CC=C1CC(C(=O)O)N)N(CCCl)CCCl.Cl. Drug 2: C(CC(=O)O)C(=O)CN.Cl. Cell line: 786-0. Synergy scores: CSS=25.3, Synergy_ZIP=-8.93, Synergy_Bliss=-6.87, Synergy_Loewe=-6.70, Synergy_HSA=-5.98. (8) Drug 1: CC1=CC2C(CCC3(C2CCC3(C(=O)C)OC(=O)C)C)C4(C1=CC(=O)CC4)C. Drug 2: C1CC(C1)(C(=O)O)C(=O)O.[NH2-].[NH2-].[Pt+2]. Cell line: MDA-MB-435. Synergy scores: CSS=0.344, Synergy_ZIP=0.778, Synergy_Bliss=0.786, Synergy_Loewe=-7.28, Synergy_HSA=-4.24. (9) Drug 1: CC1=C(C=C(C=C1)NC2=NC=CC(=N2)N(C)C3=CC4=NN(C(=C4C=C3)C)C)S(=O)(=O)N.Cl. Drug 2: CC12CCC3C(C1CCC2O)C(CC4=C3C=CC(=C4)O)CCCCCCCCCS(=O)CCCC(C(F)(F)F)(F)F. Cell line: SF-268. Synergy scores: CSS=6.12, Synergy_ZIP=5.41, Synergy_Bliss=9.03, Synergy_Loewe=4.75, Synergy_HSA=5.76.